Dataset: Forward reaction prediction with 1.9M reactions from USPTO patents (1976-2016). Task: Predict the product of the given reaction. Given the reactants Br[CH2:2][CH2:3][C:4]1[CH:9]=[CH:8][CH:7]=[CH:6][C:5]=1[S:10]([OH:13])(=[O:12])=[O:11].[OH-].[Na+:15], predict the reaction product. The product is: [CH2:2]=[CH:3][C:4]1[C:5]([S:10]([O-:13])(=[O:12])=[O:11])=[CH:6][CH:7]=[CH:8][CH:9]=1.[Na+:15].